From a dataset of Catalyst prediction with 721,799 reactions and 888 catalyst types from USPTO. Predict which catalyst facilitates the given reaction. The catalyst class is: 84. Reactant: Br[C:2]1[N:7]([CH2:8][C:9]2[CH:14]=[CH:13][C:12]([CH3:15])=[CH:11][C:10]=2[CH3:16])[C:6](=[O:17])[CH:5]=[CH:4][CH:3]=1.[N+:18]([C:21]1[CH:36]=[CH:35][C:24]([O:25][C:26]2[CH:31]=[CH:30][C:29](B(O)O)=[CH:28][CH:27]=2)=[CH:23][CH:22]=1)([O-:20])=[O:19].C1(C)C=CC=CC=1.C(=O)([O-])[O-].[K+].[K+]. Product: [CH3:16][C:10]1[CH:11]=[C:12]([CH3:15])[CH:13]=[CH:14][C:9]=1[CH2:8][N:7]1[C:2]([C:29]2[CH:28]=[CH:27][C:26]([O:25][C:24]3[CH:35]=[CH:36][C:21]([N+:18]([O-:20])=[O:19])=[CH:22][CH:23]=3)=[CH:31][CH:30]=2)=[CH:3][CH:4]=[CH:5][C:6]1=[O:17].